From a dataset of Reaction yield outcomes from USPTO patents with 853,638 reactions. Predict the reaction yield, written as a fraction of the theoretical maximum amount of product (1.0 means a 100% yield; for example, 0.34 means a 34% yield). (1) The yield is 0.100. The product is [CH3:44][C:39]1[C:38]([C:25]2[C:26]3[O:31][CH2:30][C@H:29]([C:32]4[CH:37]=[CH:36][CH:35]=[CH:34][N:33]=4)[N:28]4[C:20]([N:16]5[CH2:17][CH2:18][C@@H:14]([C:12]([NH:11][CH:8]([CH3:10])[CH3:9])=[O:13])[CH2:15]5)=[N:21][C:22]([C:27]=34)=[CH:23][CH:24]=2)=[C:42]([CH3:43])[O:41][N:40]=1. The reactants are C(N(CC)CC)C.[CH:8]([NH:11][C:12]([C@@H:14]1[CH2:18][CH2:17][NH:16][CH2:15]1)=[O:13])([CH3:10])[CH3:9].Cl[C:20]1[N:28]2[C@@H:29]([C:32]3[CH:37]=[CH:36][CH:35]=[CH:34][N:33]=3)[CH2:30][O:31][C:26]3=[C:27]2[C:22](=[CH:23][CH:24]=[C:25]3[C:38]2[C:39]([CH3:44])=[N:40][O:41][C:42]=2[CH3:43])[N:21]=1. The catalyst is CN1CCCC1=O.CO. (2) The catalyst is CO. The product is [CH3:1][C:2]1([CH3:18])[CH2:7][CH:6]([OH:8])[CH:5]=[C:4]([C:9]2[CH:14]=[CH:13][N:12]=[CH:11][C:10]=2[N+:15]([O-:17])=[O:16])[CH2:3]1. The reactants are [CH3:1][C:2]1([CH3:18])[CH2:7][C:6](=[O:8])[CH:5]=[C:4]([C:9]2[CH:14]=[CH:13][N:12]=[CH:11][C:10]=2[N+:15]([O-:17])=[O:16])[CH2:3]1.[BH4-].[Na+]. The yield is 0.740.